From a dataset of Forward reaction prediction with 1.9M reactions from USPTO patents (1976-2016). Predict the product of the given reaction. (1) Given the reactants [CH2:1]1[CH2:6][C@H:5]([C:7]([OH:9])=[O:8])[CH2:4][CH2:3][C@H:2]1[CH2:10][NH2:11].[CH3:12][C:13]([CH3:31])([CH3:30])[C:14]([O:16][CH:17]([O:19][C:20](ON1C(=O)CCC1=O)=[O:21])[CH3:18])=[O:15], predict the reaction product. The product is: [CH3:30][C:13]([CH3:12])([CH3:31])[C:14]([O:16][CH:17]([O:19][C:20]([NH:11][CH2:10][C@H:2]1[CH2:3][CH2:4][C@H:5]([C:7]([OH:9])=[O:8])[CH2:6][CH2:1]1)=[O:21])[CH3:18])=[O:15]. (2) Given the reactants [Cl-].C([Al+]CC)C.[CH2:7]([O:9][C:10]([C:12]1[C:16]([C:17](OCC)=[O:18])=[C:15]([CH:22]([NH:30][C:31]2[CH:36]=[C:35]([Cl:37])[C:34](=[O:38])[N:33]([CH3:39])[CH:32]=2)[C:23]2[CH:28]=[CH:27][C:26]([Cl:29])=[CH:25][CH:24]=2)[N:14]([CH:40]([CH3:42])[CH3:41])[C:13]=1[Br:43])=[O:11])[CH3:8], predict the reaction product. The product is: [CH2:7]([O:9][C:10]([C:12]1[C:16]2[C:17](=[O:18])[N:30]([C:31]3[CH:36]=[C:35]([Cl:37])[C:34](=[O:38])[N:33]([CH3:39])[CH:32]=3)[CH:22]([C:23]3[CH:24]=[CH:25][C:26]([Cl:29])=[CH:27][CH:28]=3)[C:15]=2[N:14]([CH:40]([CH3:42])[CH3:41])[C:13]=1[Br:43])=[O:11])[CH3:8]. (3) The product is: [Cl:1][C:2]1[O:6][C:5]([C:7]2[CH:31]=[CH:30][C:10]3[C:11]4[CH:17]=[C:16]([S:18]([NH:21][C@H:22]([CH:27]([CH3:28])[CH3:29])[C:23]([OH:25])=[O:24])(=[O:19])=[O:20])[CH:15]=[CH:14][C:12]=4[O:13][C:9]=3[CH:8]=2)=[CH:4][CH:3]=1. Given the reactants [Cl:1][C:2]1[O:6][C:5]([C:7]2[CH:31]=[CH:30][C:10]3[C:11]4[CH:17]=[C:16]([S:18]([NH:21][C@H:22]([CH:27]([CH3:29])[CH3:28])[C:23]([O:25]C)=[O:24])(=[O:20])=[O:19])[CH:15]=[CH:14][C:12]=4[O:13][C:9]=3[CH:8]=2)=[CH:4][CH:3]=1.[Li+].[OH-].O, predict the reaction product. (4) Given the reactants [CH2:1]([O:8][C:9]([N:11]1[CH2:15][CH2:14][CH:13]([O:16][CH3:17])[CH:12]1[C:18](O)=[O:19])=[O:10])[C:2]1[CH:7]=[CH:6][CH:5]=[CH:4][CH:3]=1.CSC, predict the reaction product. The product is: [CH2:1]([O:8][C:9]([N:11]1[CH2:15][CH2:14][CH:13]([O:16][CH3:17])[CH:12]1[CH2:18][OH:19])=[O:10])[C:2]1[CH:7]=[CH:6][CH:5]=[CH:4][CH:3]=1. (5) The product is: [CH:17]1([C:20]([NH:23][C:24]2[CH:25]=[CH:26][C:27]([N:30]3[CH:38]=[C:37]4[C:32]([CH:33]=[CH:34][C:35]([NH:39][C:12](=[O:14])[C:11]5[CH:10]=[CH:9][C:8]([N:5]6[CH2:4][CH2:3][CH:2]([OH:1])[CH2:7][CH2:6]6)=[CH:16][CH:15]=5)=[CH:36]4)=[N:31]3)=[CH:28][CH:29]=2)=[O:22])[CH2:19][CH2:18]1. Given the reactants [OH:1][CH:2]1[CH2:7][CH2:6][N:5]([C:8]2[CH:16]=[CH:15][C:11]([C:12]([OH:14])=O)=[CH:10][CH:9]=2)[CH2:4][CH2:3]1.[CH:17]1([C:20]([OH:22])=O)[CH2:19][CH2:18]1.[NH2:23][C:24]1[CH:29]=[CH:28][C:27]([N:30]2[CH:38]=[C:37]3[C:32]([CH:33]=[CH:34][C:35]([NH2:39])=[CH:36]3)=[N:31]2)=[CH:26][CH:25]=1, predict the reaction product. (6) Given the reactants C(OC([NH:8][C@H:9]([C:40]1[CH:45]=[CH:44][CH:43]=[CH:42][CH:41]=1)[CH2:10][N:11]1[C:16](=[O:17])[C:15]([C:18]2[CH:23]=[CH:22][CH:21]=[C:20]([O:24][CH3:25])[C:19]=2[Cl:26])=[CH:14][N:13]([CH2:27][C:28]2[C:33]([C:34]([F:37])([F:36])[F:35])=[CH:32][CH:31]=[CH:30][C:29]=2[F:38])[C:12]1=[O:39])=O)(C)(C)C.C(O)(C(F)(F)F)=O, predict the reaction product. The product is: [NH2:8][C@H:9]([C:40]1[CH:45]=[CH:44][CH:43]=[CH:42][CH:41]=1)[CH2:10][N:11]1[C:16](=[O:17])[C:15]([C:18]2[CH:23]=[CH:22][CH:21]=[C:20]([O:24][CH3:25])[C:19]=2[Cl:26])=[CH:14][N:13]([CH2:27][C:28]2[C:33]([C:34]([F:36])([F:35])[F:37])=[CH:32][CH:31]=[CH:30][C:29]=2[F:38])[C:12]1=[O:39].